Dataset: Experimentally validated miRNA-target interactions with 360,000+ pairs, plus equal number of negative samples. Task: Binary Classification. Given a miRNA mature sequence and a target amino acid sequence, predict their likelihood of interaction. (1) The miRNA is mmu-miR-1843b-5p with sequence AUGGAGGUCUCUGUCUGACUU. The protein sequence of the target gene is MAVHRGSALVAPASDKVQKNKSAQTSGLKQGSRMEKILGFEWTDLSSWQSVVTLLNKPTDPANLAVFRFLFAFLMLLDIPQERGLSSLDRKYLDGLDVCRFPLLDALRPLPLDWMYLVYTIMFLGALGMMLGLCYRLSCVLFLLPYWYVFLLDKTSWNNHSYLYGLLAFQLTFMDANHYWSVDGLLNARKKNAHVPLWNYTVLRGQIFIVYFIAGVKKLDADWVGGYSMEHLSRHWLFSPFKLVLSEELTSLLVVHWCGLLLDLSAGFLLFFDASRPVGLFFVSYFHCMNSQLFSIGMFP.... Result: 1 (interaction). (2) The miRNA is hsa-miR-3621 with sequence CGCGGGUCGGGGUCUGCAGG. The protein sequence of the target gene is MLGARLRLWVCALCSVCSMSVLRAYPNASPLLGSSWGGLIHLYTATARNSYHLQIHKNGHVDGAPHQTIYSALMIRSEDAGFVVITGVMSRRYLCMDFRGNIFGSHYFDPENCRFQHQTLENGYDVYHSPQYHFLVSLGRAKRAFLPGMNPPPYSQFLSRRNEIPLIHFNTPIPRRHTRSAEDDSERDPLNVLKPRARMTPAPASCSQELPSAEDNSPMASDPLGVVRGGRVNTHAGGTGPEGCRPFAKFI. Result: 0 (no interaction). (3) The miRNA is hsa-miR-4478 with sequence GAGGCUGAGCUGAGGAG. The protein sequence of the target gene is MGFLHVGQDGLELPTSGDPPASASQSAGITGVSHRTQPPCFEGLTSKDLVREEKTRKRKRKAKESGMALLQGLLTFRDVAIEFSQEEWKCLDPAQRTLYRDVMLENYRNLVSLDTSSKCMMKMFSSTGQGNTEVVHTGTLQIHASHHIGDTCFQEIEKDIHDFVFQWQENETNGHEALMTKTKKLMSSTERHDQRHAGNKPIKNELGSSFHSHLPEVHIFHPEGKIGNQVEKAINDAFSVSASQRISCRPKTRISNKYRNNFLQSSLLTQKREVHTREKSFQRNESGKAFNGSSLLKKHQ.... Result: 1 (interaction). (4) The miRNA is hsa-miR-3200-3p with sequence CACCUUGCGCUACUCAGGUCUG. The protein sequence of the target gene is MEPPDAPAQARGAPRLLLLAVLLAAHPDAQAEVRLSVPPLVEVMRGKSVILDCTPTGTHDHYMLEWFLTDRSGARPRLASAEMQGSELQVTMHDTRGRSPPYQLDSQGRLVLAEAQVGDERDYVCVVRAGAAGTAEATARLNVFAKPEATEVSPNKGTLSVMEDSAQEIATCNSRNGNPAPKITWYRNGQRLEVPVEMNPEGYMTSRTVREASGLLSLTSTLYLRLRKDDRDASFHCAAHYSLPEGRHGRLDSPTFHLTLHYPTEHVQFWVGSPSTPAGWVREGDTVQLLCRGDGSPSPE.... Result: 0 (no interaction). (5) The miRNA is hsa-miR-488-5p with sequence CCCAGAUAAUGGCACUCUCAA. The protein sequence of the target gene is MSFVGENSGVKMGSEDWEKDEPQCCLEDPAGSPLEPGPSLPTMNFVHTSPKVKNLNPKKFSIHDQDHKVLVLDSGNLIAVPDKNYIRPEIFFALASSLSSASAEKGSPILLGVSKGEFCLYCDKDKGQSHPSLQLKKEKLMKLAAQKESARRPFIFYRAQVGSWNMLESAAHPGWFICTSCNCNEPVGVTDKFENRKHIEFSFQPVCKAEMSPSEVSD. Result: 0 (no interaction). (6) The miRNA is hsa-miR-30a-3p with sequence CUUUCAGUCGGAUGUUUGCAGC. The protein sequence of the target gene is MRLLLLLLVAASAMVRSEASANLGGVPSKRLKMQYATGPLLKFQICVSUGYRRVFEEYMRVISQRYPDIRIEGENYLPQPIYRHIASFLSVFKLVLIGLIIVGKDPFAFFGMQAPSIWQWGQENKVYACMMVFFLSNMIENQCMSTGAFEITLNDVPVWSKLESGHLPSMQQLVQILDNEMKLNVHMDSIPHHRS. Result: 1 (interaction). (7) The miRNA is mmu-miR-17-5p with sequence CAAAGUGCUUACAGUGCAGGUAG. The protein sequence of the target gene is MNPRGLFQDFNPSKFLIYTCLLLFSVLLPLRLDGIIQWSYWAVFAPIWLWKLLVVAGASVGAGVWARNPRYRTEGEACVEFKAMLIAVGIHLLLLMFEVLVCDRVERGTHFWLLVFMPLFFVSPVSVAACVWGFRHDRSLELEILCSVNILQFIFIALKLDRIIHWPWLVVFVPLWILMSFLCLVVLYYIVWSLLFLRSLDVVAEQRRTHVTMAISWITIVVPLLTFEVLLVHRLDGHNTFSYVSIFVPLWLSLLTLMATTFRRKGGNHWWFGIRRDFCQFLLEIFPFLREYGNISYDLH.... Result: 0 (no interaction).